The task is: Predict the reactants needed to synthesize the given product.. This data is from Full USPTO retrosynthesis dataset with 1.9M reactions from patents (1976-2016). (1) The reactants are: [O:1]=[C:2]1[C:10]2[C:5](=[CH:6][CH:7]=[CH:8][CH:9]=2)[C:4](=[O:11])[N:3]1[CH2:12][C:13]1[CH:21]=[CH:20][CH:19]=[CH:18][C:14]=1[C:15](O)=[O:16].C(Cl)(=O)C(Cl)=O.C(N(CC)C(C)C)(C)C.[CH3:37][CH2:38][O:39][C:40]([N:42]1[C:46]([NH2:47])=[C:45]2[CH2:48][N:49]([C:53]([O:55][C:56]([CH3:59])([CH3:58])[CH3:57])=[O:54])[C:50]([CH3:52])([CH3:51])[C:44]2=[N:43]1)=[O:41]. Given the product [CH3:37][CH2:38][O:39][C:40]([N:42]1[C:46]([NH:47][C:15](=[O:16])[C:14]2[CH:18]=[CH:19][CH:20]=[CH:21][C:13]=2[CH2:12][N:3]2[C:2](=[O:1])[C:10]3[C:5](=[CH:6][CH:7]=[CH:8][CH:9]=3)[C:4]2=[O:11])=[C:45]2[CH2:48][N:49]([C:53]([O:55][C:56]([CH3:58])([CH3:57])[CH3:59])=[O:54])[C:50]([CH3:51])([CH3:52])[C:44]2=[N:43]1)=[O:41], predict the reactants needed to synthesize it. (2) Given the product [I:1][C:2]1[C:10]2[C:5](=[N:6][CH:7]=[N:8][C:9]=2[NH:11][CH:17]2[CH2:16][CH2:15][CH2:14][CH2:13][O:12]2)[N:4]([CH:23]2[CH2:22][CH2:21][CH2:20][CH2:19][O:18]2)[N:3]=1, predict the reactants needed to synthesize it. The reactants are: [I:1][C:2]1[C:10]2[C:5](=[N:6][CH:7]=[N:8][C:9]=2[NH2:11])[NH:4][N:3]=1.[O:12]1[CH:17]=[CH:16][CH2:15][CH2:14][CH2:13]1.[OH2:18].[CH3:19][C:20]1C=C[C:23](S(O)(=O)=O)=[CH:22][CH:21]=1. (3) Given the product [O:11]1[CH:12]=[N:13][N:14]=[C:10]1[C:7]1[CH:6]=[CH:5][C:4]([CH:3]=[O:2])=[CH:9][CH:8]=1, predict the reactants needed to synthesize it. The reactants are: C[O:2][CH:3](OC)[C:4]1[CH:9]=[CH:8][C:7]([C:10]2[O:11][CH:12]=[N:13][N:14]=2)=[CH:6][CH:5]=1.C1(C)C=CC(S(O)(=O)=O)=CC=1. (4) Given the product [Cl:16][C:13]1[CH:14]=[CH:15][C:10]([NH:9][C:7]([C:6]2[C:2]([CH3:1])=[N:3][O:4][C:5]=2[CH3:18])=[O:8])=[CH:11][C:12]=1[C:24]1[CH:25]=[CH:26][CH:21]=[C:22]([CH3:28])[N:23]=1, predict the reactants needed to synthesize it. The reactants are: [CH3:1][C:2]1[C:6]([C:7]([NH:9][C:10]2[CH:15]=[CH:14][C:13]([Cl:16])=[C:12](I)[CH:11]=2)=[O:8])=[C:5]([CH3:18])[O:4][N:3]=1.[Br-].C[C:21]1[C:22]([Zn+])=[N:23][CH:24]=[CH:25][CH:26]=1.[CH2:28]1COCC1. (5) The reactants are: [F:1][C:2]([P:8](O[P:8]([C:10]([F:15])([F:16])[C:11]([F:13])([F:14])[F:12])([C:2]([F:1])([F:7])[C:3]([F:6])([F:5])[F:4])=[O:9])([C:10]([F:16])([F:15])[C:11]([F:14])([F:13])[F:12])=[O:9])([F:7])[C:3]([F:6])([F:5])[F:4].[Cl-:34].C([N+]1C=CN(C)C=1)CCC. Given the product [F:1][C:2]([P:8]([Cl:34])([C:10]([F:16])([F:15])[C:11]([F:14])([F:13])[F:12])=[O:9])([F:7])[C:3]([F:6])([F:5])[F:4], predict the reactants needed to synthesize it. (6) Given the product [Cl:1][C:2]1[C:3]2[N:4]([C:24]([CH2:25][C:26]([F:29])([F:27])[F:28])=[N:23][N:22]=2)[N:5]=[CH:6][C:7]=1[N:8]1[CH2:9][CH2:10][CH:11]([C:14]2[C:19]([O:20][CH3:21])=[CH:18][CH:17]=[CH:16][N:15]=2)[CH2:12][CH2:13]1, predict the reactants needed to synthesize it. The reactants are: [Cl:1][C:2]1[C:7]([N:8]2[CH2:13][CH2:12][CH:11]([C:14]3[C:19]([O:20][CH3:21])=[CH:18][CH:17]=[CH:16][N:15]=3)[CH2:10][CH2:9]2)=[CH:6][N:5]=[N:4][C:3]=1[NH:22][NH:23][C:24](=O)[CH2:25][C:26]([F:29])([F:28])[F:27].P(Cl)(Cl)(Cl)=O. (7) Given the product [F:1][C:2]1[CH:3]=[C:4]([CH:42]=[C:43]([F:45])[CH:44]=1)[CH2:5][N:6]1[CH:10]=[C:9]([C:11]2[C:19]3[C:14](=[N:15][CH:16]=[C:17]([C:20]4[CH:21]=[N:22][C:23]([N:26]5[CH2:27][CH2:28][N:29]([CH3:50])[CH2:30][CH2:31]5)=[CH:24][CH:25]=4)[CH:18]=3)[N:13]([S:32]([C:35]3[CH:36]=[CH:37][C:38]([CH3:39])=[CH:40][CH:41]=3)(=[O:33])=[O:34])[CH:12]=2)[CH:8]=[N:7]1, predict the reactants needed to synthesize it. The reactants are: [F:1][C:2]1[CH:3]=[C:4]([CH:42]=[C:43]([F:45])[CH:44]=1)[CH2:5][N:6]1[CH:10]=[C:9]([C:11]2[C:19]3[C:14](=[N:15][CH:16]=[C:17]([C:20]4[CH:21]=[N:22][C:23]([N:26]5[CH2:31][CH2:30][NH:29][CH2:28][CH2:27]5)=[CH:24][CH:25]=4)[CH:18]=3)[N:13]([S:32]([C:35]3[CH:41]=[CH:40][C:38]([CH3:39])=[CH:37][CH:36]=3)(=[O:34])=[O:33])[CH:12]=2)[CH:8]=[N:7]1.C=O.[BH-](OC(C)=O)(OC(C)=O)O[C:50](C)=O.[Na+]. (8) Given the product [Cl:13][C:6]1[C:7]([CH2:8][C:9]([O:11][CH3:12])=[O:10])=[C:2]([NH:28][CH2:27][CH:26]([O:29][CH3:30])[O:25][CH3:24])[N:3]=[C:4]([CH2:14][C:15]2[CH:20]=[CH:19][C:18]([N+:21]([O-:23])=[O:22])=[CH:17][CH:16]=2)[N:5]=1, predict the reactants needed to synthesize it. The reactants are: Cl[C:2]1[C:7]([CH2:8][C:9]([O:11][CH3:12])=[O:10])=[C:6]([Cl:13])[N:5]=[C:4]([CH2:14][C:15]2[CH:20]=[CH:19][C:18]([N+:21]([O-:23])=[O:22])=[CH:17][CH:16]=2)[N:3]=1.[CH3:24][O:25][CH:26]([O:29][CH3:30])[CH2:27][NH2:28].C(N(C(C)C)CC)(C)C. (9) Given the product [CH:57]1([NH:60][C:6](=[O:7])[C:5]2[CH:9]=[CH:10][C:2]([CH3:1])=[C:3]([NH:11][C:12]3[CH:13]=[C:14]4[C:18](=[CH:19][CH:20]=3)[C:17](=[O:21])[N:16]([C:22]3[CH:23]=[CH:24][CH:25]=[CH:26][CH:27]=3)[CH2:15]4)[CH:4]=2)[CH2:59][CH2:58]1, predict the reactants needed to synthesize it. The reactants are: [CH3:1][C:2]1[CH:10]=[CH:9][C:5]([C:6](O)=[O:7])=[CH:4][C:3]=1[NH:11][C:12]1[CH:13]=[C:14]2[C:18](=[CH:19][CH:20]=1)[C:17](=[O:21])[N:16]([C:22]1[CH:27]=[CH:26][CH:25]=[CH:24][CH:23]=1)[CH2:15]2.CCN=C=NCCCN(C)C.Cl.C1C=CC2N(O)N=NC=2C=1.CN1CCOCC1.[CH:57]1([NH2:60])[CH2:59][CH2:58]1. (10) Given the product [CH3:34][N:35]([CH3:42])[CH:36]1[CH2:41][CH2:40][N:39]([C:56](=[O:57])[CH2:55][CH2:54][C:50]2[N:49]([CH2:48][CH2:47][C:46]([O:45][CH2:43][CH3:44])=[O:59])[CH:53]=[CH:52][N:51]=2)[CH2:38][CH2:37]1, predict the reactants needed to synthesize it. The reactants are: C(N(C(C)C)CC)(C)C.CN(C(ON1N=NC2C=CC=CC1=2)=[N+](C)C)C.F[P-](F)(F)(F)(F)F.[CH3:34][N:35]([CH3:42])[CH:36]1[CH2:41][CH2:40][NH:39][CH2:38][CH2:37]1.[CH2:43]([O:45][C:46](=[O:59])[CH2:47][CH2:48][N:49]1[CH:53]=[CH:52][N:51]=[C:50]1[CH2:54][CH2:55][C:56](O)=[O:57])[CH3:44].